Dataset: Forward reaction prediction with 1.9M reactions from USPTO patents (1976-2016). Task: Predict the product of the given reaction. (1) Given the reactants Cl[C:2]1[C:11]2[C:10](=[O:12])[CH2:9][C:8]([CH3:14])([CH3:13])[CH2:7][C:6]=2[N:5]=[C:4]([CH:15]([CH3:17])[CH3:16])[C:3]=1[C:18]([O:20][CH2:21][CH3:22])=[O:19].[I-:23].[Na+].C(Cl)(=O)C.C(=O)([O-])O.[Na+], predict the reaction product. The product is: [I:23][C:2]1[C:11]2[C:10](=[O:12])[CH2:9][C:8]([CH3:14])([CH3:13])[CH2:7][C:6]=2[N:5]=[C:4]([CH:15]([CH3:17])[CH3:16])[C:3]=1[C:18]([O:20][CH2:21][CH3:22])=[O:19]. (2) Given the reactants [CH3:1][O:2][C:3]1[C:8]([O:9][CH3:10])=[CH:7][CH:6]=[CH:5][C:4]=1[C@@H:11]1[C:17]2[CH:18]=[C:19]([F:22])[CH:20]=[CH:21][C:16]=2[N:15]2[CH:23]=[CH:24][CH:25]=[C:14]2[C@@H:13]([CH2:26][CH2:27][N:28]2[C:32]([CH2:33][C:34]([O:36]CC)=[O:35])=[N:31][N:30]=[N:29]2)[O:12]1.C(=O)([O-])[O-].[K+].[K+].Cl.C(OC(C)C)(C)C, predict the reaction product. The product is: [CH3:1][O:2][C:3]1[C:8]([O:9][CH3:10])=[CH:7][CH:6]=[CH:5][C:4]=1[C@@H:11]1[C:17]2[CH:18]=[C:19]([F:22])[CH:20]=[CH:21][C:16]=2[N:15]2[CH:23]=[CH:24][CH:25]=[C:14]2[C@@H:13]([CH2:26][CH2:27][N:28]2[C:32]([CH2:33][C:34]([OH:36])=[O:35])=[N:31][N:30]=[N:29]2)[O:12]1. (3) Given the reactants [CH:1]1([C:4]([NH:6][C:7]2[S:8][C:9]3[C:14]([N:15]=2)=[CH:13][CH:12]=[C:11]([NH:16][C:17]2[CH:18]=[CH:19][C:20]([F:31])=[C:21]([NH:23]C(=O)OC(C)(C)C)[CH:22]=2)[N:10]=3)=[O:5])[CH2:3][CH2:2]1.C(=O)([O-])O.[Na+], predict the reaction product. The product is: [NH2:23][C:21]1[CH:22]=[C:17]([NH:16][C:11]2[N:10]=[C:9]3[S:8][C:7]([NH:6][C:4]([CH:1]4[CH2:2][CH2:3]4)=[O:5])=[N:15][C:14]3=[CH:13][CH:12]=2)[CH:18]=[CH:19][C:20]=1[F:31]. (4) Given the reactants [CH3:1][O:2][C:3]1[CH:26]=[CH:25][C:6]([CH2:7][S:8](/[CH:11]=[CH:12]/[C:13]2[C:18]([O:19][CH3:20])=[CH:17][C:16]([O:21][CH3:22])=[CH:15][C:14]=2[O:23][CH3:24])(=[O:10])=[O:9])=[CH:5][C:4]=1[N+:27]([O-])=O.S(S([O-])=O)([O-])=O.[Na+].[Na+].O, predict the reaction product. The product is: [CH3:24][O:23][C:14]1[CH:15]=[C:16]([O:21][CH3:22])[CH:17]=[C:18]([O:19][CH3:20])[C:13]=1/[CH:12]=[CH:11]/[S:8]([CH2:7][C:6]1[CH:25]=[CH:26][C:3]([O:2][CH3:1])=[C:4]([NH2:27])[CH:5]=1)(=[O:10])=[O:9]. (5) Given the reactants [S:1]=[C:2]1[NH:7][C:6]2[NH:8][C:9](=[O:12])[CH2:10][CH2:11][C:5]=2[C:4](=[O:13])[N:3]1[C:14]1[CH:19]=[CH:18][C:17]([O:20][CH2:21][C:22]([F:25])([F:24])[F:23])=[CH:16][CH:15]=1.[C:26](=O)([O-])O.[Na+].IC.O, predict the reaction product. The product is: [CH3:26][S:1][C:2]1[N:3]([C:14]2[CH:15]=[CH:16][C:17]([O:20][CH2:21][C:22]([F:24])([F:23])[F:25])=[CH:18][CH:19]=2)[C:4](=[O:13])[C:5]2[CH2:11][CH2:10][C:9](=[O:12])[NH:8][C:6]=2[N:7]=1.